From a dataset of Reaction yield outcomes from USPTO patents with 853,638 reactions. Predict the reaction yield, written as a fraction of the theoretical maximum amount of product (1.0 means a 100% yield; for example, 0.34 means a 34% yield). (1) The yield is 0.200. The reactants are [CH3:1][O:2][C:3](=[O:13])[C:4]#[C:5][C:6]1[CH:11]=[CH:10][C:9]([Cl:12])=[CH:8][CH:7]=1.[F-:14].[Cs+].F.[K]. The product is [CH3:1][O:2][C:3](=[O:13])/[CH:4]=[C:5](/[C:6]1[CH:11]=[CH:10][C:9]([Cl:12])=[CH:8][CH:7]=1)\[F:14]. The catalyst is CN(C)C=O.O.C(OCC)(=O)C. (2) The reactants are [CH2:1](N)[C:2]1[CH:7]=[CH:6][CH:5]=[CH:4][CH:3]=1.C([N:11](CC)CC)C.C[S:17](Cl)(=[O:19])=[O:18]. The catalyst is ClCCl. The product is [CH2:1]([S:17]([NH2:11])(=[O:19])=[O:18])[C:2]1[CH:7]=[CH:6][CH:5]=[CH:4][CH:3]=1. The yield is 0.780. (3) The reactants are O.C1(C)C=CC(S(O)(=O)=O)=CC=1.[C:13]([O:17][C:18]([C@@:20]1([NH:30]C(OC(C)(C)C)=O)[C@@H:22]([C:23]2[CH:28]=[CH:27][CH:26]=[CH:25][CH:24]=2)[C@H:21]1[CH3:29])=[O:19])([CH3:16])([CH3:15])[CH3:14].[OH-].[Na+]. The catalyst is C(#N)C. The product is [C:13]([O:17][C:18]([C@@:20]1([NH2:30])[C@@H:22]([C:23]2[CH:24]=[CH:25][CH:26]=[CH:27][CH:28]=2)[C@H:21]1[CH3:29])=[O:19])([CH3:16])([CH3:14])[CH3:15]. The yield is 0.990. (4) The reactants are [N:1]12[CH2:8][CH2:7][CH:4]([CH2:5][CH2:6]1)[CH:3]([NH:9][C:10]([NH:12][C:13]([C:16]1[CH:21]=[CH:20][CH:19]=[C:18](Br)[CH:17]=1)([CH3:15])[CH3:14])=[O:11])[CH2:2]2.[C:23]1(B(O)O)[CH:28]=[CH:27][CH:26]=[CH:25][CH:24]=1. The catalyst is C1C=CC([P]([Pd]([P](C2C=CC=CC=2)(C2C=CC=CC=2)C2C=CC=CC=2)([P](C2C=CC=CC=2)(C2C=CC=CC=2)C2C=CC=CC=2)[P](C2C=CC=CC=2)(C2C=CC=CC=2)C2C=CC=CC=2)(C2C=CC=CC=2)C2C=CC=CC=2)=CC=1. The product is [N:1]12[CH2:8][CH2:7][CH:4]([CH2:5][CH2:6]1)[CH:3]([NH:9][C:10]([NH:12][C:13]([C:16]1[CH:17]=[C:18]([C:23]3[CH:28]=[CH:27][CH:26]=[CH:25][CH:24]=3)[CH:19]=[CH:20][CH:21]=1)([CH3:15])[CH3:14])=[O:11])[CH2:2]2. The yield is 0.110. (5) The reactants are [CH3:1][C:2]1[CH:7]=[CH:6][C:5]([S:8]([NH:11][C:12](=[O:37])[O:13][CH2:14][CH2:15][C:16]2[CH:21]=[CH:20][C:19]([NH:22][C:23]3[CH:28]=[C:27]([Cl:29])[C:26]([C:30]([F:33])([F:32])[F:31])=[CH:25][C:24]=3[N+:34]([O-])=O)=[CH:18][CH:17]=2)(=[O:10])=[O:9])=[CH:4][CH:3]=1. The catalyst is CO. The product is [CH3:1][C:2]1[CH:3]=[CH:4][C:5]([S:8]([NH:11][C:12](=[O:37])[O:13][CH2:14][CH2:15][C:16]2[CH:17]=[CH:18][C:19]([NH:22][C:23]3[CH:28]=[C:27]([Cl:29])[C:26]([C:30]([F:33])([F:31])[F:32])=[CH:25][C:24]=3[NH2:34])=[CH:20][CH:21]=2)(=[O:9])=[O:10])=[CH:6][CH:7]=1. The yield is 0.990. (6) The product is [Br:2][C:3]1[CH:4]=[C:5]2[C:9]([CH2:8][C:7]3([CH2:12][CH2:13][C:14]([F:17])([F:18])[CH2:15][CH2:16]3)[C:6]2=[NH:19])=[CH:10][CH:11]=1. The reactants are Cl.[Br:2][C:3]1[CH:4]=[C:5]2[C:9](=[CH:10][CH:11]=1)[CH2:8][C:7]1([CH2:16][CH2:15][C:14]([F:18])([F:17])[CH2:13][CH2:12]1)[C:6]2=[N:19]S(C(C)(C)C)=O.CCOCC. The yield is 0.990. The catalyst is O1CCOCC1.